Dataset: Human liver microsome stability data. Task: Regression/Classification. Given a drug SMILES string, predict its absorption, distribution, metabolism, or excretion properties. Task type varies by dataset: regression for continuous measurements (e.g., permeability, clearance, half-life) or binary classification for categorical outcomes (e.g., BBB penetration, CYP inhibition). Dataset: hlm. (1) The molecule is O=C(CCC1CCCC1)N1CCCN(C(=O)Nc2ccccc2)CC1. The result is 1 (stable in human liver microsomes). (2) The compound is CCOc1cc(NC(=O)C2(NC(=O)c3ccc4c(C5CCCC5)c(-c5ccc(Cl)cn5)n(C)c4c3)CCC2)ccc1C=CC(=O)O. The result is 0 (unstable in human liver microsomes). (3) The compound is CCc1c2nc(-c3cc(S(=O)(=O)N4CCN(CC)CC4)cnc3OCCOC)nc(O)c2nn1CCOC. The result is 0 (unstable in human liver microsomes). (4) The molecule is O=C(Nc1nc(-c2ccccn2)cs1)c1cccc(Cl)c1. The result is 1 (stable in human liver microsomes). (5) The drug is CC(C)NCC1CCC2(CC1)OOC1(CCCCC1)OO2. The result is 0 (unstable in human liver microsomes). (6) The molecule is CCc1nc(N)nc(N)c1-c1ccc2c(c1)N(CCCCO)C(=O)C(C)(c1cc(F)cc(F)c1)O2. The result is 1 (stable in human liver microsomes). (7) The drug is C=C(C)[C@@H]1CC[C@]2(NCCN3CC4(C3)CN(S(C)(=O)=O)C4)CC[C@]3(C)[C@H](CC[C@@H]4[C@@]5(C)CC=C(c6ccc(C(=O)O)cc6)C(C)(C)[C@@H]5CC[C@]43C)[C@@H]12. The result is 0 (unstable in human liver microsomes).